This data is from Peptide-MHC class I binding affinity with 185,985 pairs from IEDB/IMGT. The task is: Regression. Given a peptide amino acid sequence and an MHC pseudo amino acid sequence, predict their binding affinity value. This is MHC class I binding data. (1) The peptide sequence is EEPAALLPLS. The MHC is HLA-B44:03 with pseudo-sequence HLA-B44:03. The binding affinity (normalized) is 0.0844. (2) The peptide sequence is WLYDLWGQL. The MHC is HLA-B57:01 with pseudo-sequence HLA-B57:01. The binding affinity (normalized) is 0.0847. (3) The peptide sequence is RPRGAPTPT. The MHC is HLA-A02:01 with pseudo-sequence HLA-A02:01. The binding affinity (normalized) is 0.213.